This data is from Reaction yield outcomes from USPTO patents with 853,638 reactions. The task is: Predict the reaction yield, written as a fraction of the theoretical maximum amount of product (1.0 means a 100% yield; for example, 0.34 means a 34% yield). The reactants are C([O:4][C:5]1[CH:6]=[C:7]([C:13]([C:15]2[C:21]3[CH:22]=[C:23]([O:30][CH3:31])[C:24]([O:28][CH3:29])=[C:25]([O:26][CH3:27])[C:20]=3[CH2:19][CH2:18][CH2:17][CH:16]=2)=[O:14])[CH:8]=[CH:9][C:10]=1[O:11][CH3:12])(C)C.[Al+3].[Cl-].[Cl-].[Cl-].[NH4+].[Cl-]. The catalyst is C(Cl)Cl. The product is [OH:4][C:5]1[CH:6]=[C:7]([C:13]([C:15]2[C:21]3[CH:22]=[C:23]([O:30][CH3:31])[C:24]([O:28][CH3:29])=[C:25]([O:26][CH3:27])[C:20]=3[CH2:19][CH2:18][CH2:17][CH:16]=2)=[O:14])[CH:8]=[CH:9][C:10]=1[O:11][CH3:12]. The yield is 0.560.